Dataset: Peptide-MHC class I binding affinity with 185,985 pairs from IEDB/IMGT. Task: Regression. Given a peptide amino acid sequence and an MHC pseudo amino acid sequence, predict their binding affinity value. This is MHC class I binding data. (1) The peptide sequence is APHLLLIVI. The MHC is HLA-B53:01 with pseudo-sequence HLA-B53:01. The binding affinity (normalized) is 0.318. (2) The peptide sequence is MPSLTMACM. The MHC is HLA-B15:01 with pseudo-sequence HLA-B15:01. The binding affinity (normalized) is 0.117. (3) The peptide sequence is KRWIIMGLNK. The MHC is HLA-B15:01 with pseudo-sequence HLA-B15:01. The binding affinity (normalized) is 0. (4) The peptide sequence is TSNALGLSR. The MHC is HLA-A03:01 with pseudo-sequence HLA-A03:01. The binding affinity (normalized) is 0.0847. (5) The peptide sequence is RRAARAEYL. The binding affinity (normalized) is 0.0260. The MHC is Patr-A0701 with pseudo-sequence Patr-A0701. (6) The peptide sequence is AETAGARL. The MHC is H-2-Kk with pseudo-sequence H-2-Kk. The binding affinity (normalized) is 0.465. (7) The peptide sequence is VYFESFVREF. The MHC is HLA-A24:02 with pseudo-sequence HLA-A24:02. The binding affinity (normalized) is 0.622.